From a dataset of Forward reaction prediction with 1.9M reactions from USPTO patents (1976-2016). Predict the product of the given reaction. (1) Given the reactants [OH-].[Na+].C[O:4][C:5](=[O:34])[CH2:6][C:7]1[CH:8]=[C:9]2[C:13](=[CH:14][CH:15]=1)[N:12]([C:16]1[C:17]3[CH2:33][CH2:32][CH2:31][C:18]=3[N:19]=[C:20]([C:22]3[CH:27]=[CH:26][C:25]([O:28][CH3:29])=[C:24]([F:30])[CH:23]=3)[N:21]=1)[CH2:11][CH2:10]2.O1CCOCC1.Cl, predict the reaction product. The product is: [F:30][C:24]1[CH:23]=[C:22]([C:20]2[N:21]=[C:16]([N:12]3[C:13]4[C:9](=[CH:8][C:7]([CH2:6][C:5]([OH:34])=[O:4])=[CH:15][CH:14]=4)[CH2:10][CH2:11]3)[C:17]3[CH2:33][CH2:32][CH2:31][C:18]=3[N:19]=2)[CH:27]=[CH:26][C:25]=1[O:28][CH3:29]. (2) Given the reactants C(C1C=[CH:11][C:6]([C:7]([O:9]C)=[O:8])=[C:5](C)[CH:4]=1)#N.[CH2:14]1[C:19](=O)[N:18](Br)[C:16](=[O:17])[CH2:15]1.CC(N=NC(C#N)(C)C)(C#N)C.CCOC(C)=O, predict the reaction product. The product is: [O:17]=[C:16]1[C:15]2[C:14](=[CH:11][C:6]([C:7]([OH:9])=[O:8])=[CH:5][CH:4]=2)[CH2:19][NH:18]1. (3) Given the reactants Cl.Cl.Cl.[O:4]1[C:8]2=[C:9]([N:13]3[CH2:18][CH2:17][N:16]([CH2:19][CH2:20][C@H:21]4[CH2:26][CH2:25][C@H:24]([NH2:27])[CH2:23][CH2:22]4)[CH2:15][CH2:14]3)[N:10]=[CH:11][CH:12]=[C:7]2[CH2:6][CH2:5]1.[CH3:28][C:29]1[CH:33]=[C:32]([C:34](O)=[O:35])[O:31][N:30]=1, predict the reaction product. The product is: [O:4]1[C:8]2=[C:9]([N:13]3[CH2:18][CH2:17][N:16]([CH2:19][CH2:20][C@H:21]4[CH2:26][CH2:25][C@H:24]([NH:27][C:34]([C:32]5[O:31][N:30]=[C:29]([CH3:28])[CH:33]=5)=[O:35])[CH2:23][CH2:22]4)[CH2:15][CH2:14]3)[N:10]=[CH:11][CH:12]=[C:7]2[CH2:6][CH2:5]1. (4) Given the reactants [Br:1][C:2]1[C:3]([N:15]2[CH2:20][CH2:19][CH2:18][CH2:17][CH2:16]2)=[C:4]([CH:8]=[C:9]([C:11]([F:14])([F:13])[F:12])[CH:10]=1)[C:5](O)=[O:6].O=S(Cl)Cl.[Cl:25][C:26]1[CH:27]=[C:28]([CH:30]=[CH:31][C:32]=1[Cl:33])[NH2:29], predict the reaction product. The product is: [Br:1][C:2]1[C:3]([N:15]2[CH2:16][CH2:17][CH2:18][CH2:19][CH2:20]2)=[C:4]([CH:8]=[C:9]([C:11]([F:12])([F:13])[F:14])[CH:10]=1)[C:5]([NH:29][C:28]1[CH:30]=[CH:31][C:32]([Cl:33])=[C:26]([Cl:25])[CH:27]=1)=[O:6]. (5) Given the reactants [CH3:1][O:2][C:3]1[CH:8]=[CH:7][C:6]([N+:9]([O-])=O)=[CH:5][C:4]=1[NH:12][C:13](=[O:16])[CH:14]=[CH2:15].[OH-].[Na+], predict the reaction product. The product is: [NH2:9][C:6]1[CH:7]=[CH:8][C:3]([O:2][CH3:1])=[C:4]([NH:12][C:13](=[O:16])[CH:14]=[CH2:15])[CH:5]=1. (6) Given the reactants [C:1]([C:5]1[CH:12]=[CH:11][C:8]([CH:9]=O)=[CH:7][CH:6]=1)([CH3:4])([CH3:3])[CH3:2].[Cl:13][C:14]1[CH:19]=[CH:18][CH:17]=[CH:16][C:15]=1[CH2:20][CH2:21][NH2:22].[BH4-].[Na+], predict the reaction product. The product is: [C:1]([C:5]1[CH:12]=[CH:11][C:8]([CH2:9][NH:22][CH2:21][CH2:20][C:15]2[CH:16]=[CH:17][CH:18]=[CH:19][C:14]=2[Cl:13])=[CH:7][CH:6]=1)([CH3:4])([CH3:3])[CH3:2]. (7) The product is: [CH:3]1([C@H:7]([NH:9][C:10]2[N:18]=[C:17]([C:19]3[N:25]([CH3:26])[C:23](=[O:24])[NH:22][N:21]=3)[N:16]=[C:15]3[C:11]=2[N:12]([CH2:37][C@H:38]2[CH2:39][CH2:40][C@H:41]([CH3:44])[CH2:42][CH2:43]2)[C:13]([C:27]2([C:31]4[CH:32]=[CH:33][CH:34]=[CH:35][CH:36]=4)[CH2:30][CH2:29][CH2:28]2)=[N:14]3)[CH3:8])[CH2:6][CH2:5][CH2:4]1. Given the reactants [OH-].[Na+].[CH:3]1([C@H:7]([NH:9][C:10]2[N:18]=[C:17]([C:19]([NH:21][NH:22][C:23]([NH:25][CH3:26])=[O:24])=O)[N:16]=[C:15]3[C:11]=2[N:12]([CH2:37][C@H:38]2[CH2:43][CH2:42][C@H:41]([CH3:44])[CH2:40][CH2:39]2)[C:13]([C:27]2([C:31]4[CH:36]=[CH:35][CH:34]=[CH:33][CH:32]=4)[CH2:30][CH2:29][CH2:28]2)=[N:14]3)[CH3:8])[CH2:6][CH2:5][CH2:4]1.Cl, predict the reaction product. (8) Given the reactants [Cl:1][C:2]1[CH:3]=[CH:4][C:5]([F:11])=[C:6]([C:8](=O)[CH3:9])[CH:7]=1.[O:12]1[CH2:17][CH2:16][N:15]([S:18]([C:21]2[CH:22]=[C:23]([CH:28]=[CH:29][CH:30]=2)[C:24]([NH:26][NH2:27])=[O:25])(=[O:20])=[O:19])[CH2:14][CH2:13]1, predict the reaction product. The product is: [Cl:1][C:2]1[CH:3]=[CH:4][C:5]([F:11])=[C:6](/[C:8](=[N:27]/[NH:26][C:24](=[O:25])[C:23]2[CH:28]=[CH:29][CH:30]=[C:21]([S:18]([N:15]3[CH2:16][CH2:17][O:12][CH2:13][CH2:14]3)(=[O:19])=[O:20])[CH:22]=2)/[CH3:9])[CH:7]=1.